From a dataset of Experimentally validated miRNA-target interactions with 360,000+ pairs, plus equal number of negative samples. Binary Classification. Given a miRNA mature sequence and a target amino acid sequence, predict their likelihood of interaction. (1) The protein sequence of the target gene is MPDELTEPGRATPARASSFLIENLLAAEAKGAGRATQGDGSREDEEEDDDDPEDEDAEQARRRRLQRRRQLLAGTGPGGEARARALLGPGALGLGPRPPPGPGPPFALGCGGAARWYPRAHGGYGGGLSPDTSDRDSPETGEEMGRAEGAWPRGPGPGAVQREAAELAARGPAAGTEEASELAEVPAAAGETRGGVGVGGGRKKKTRTVFSRSQVFQLESTFDLKRYLSSAERAGLAASLQLTETQVKIWFQNRRNKWKRQLAAELEAASLSPPGAQRLVRVPVLYHESPPAAAAAGPPA.... The miRNA is hsa-miR-2053 with sequence GUGUUAAUUAAACCUCUAUUUAC. Result: 0 (no interaction). (2) The miRNA is mmu-miR-669c-3p with sequence UACACACACACACACAAGUAAA. The protein sequence of the target gene is MHNLTLFESGGDNVSCGGSSLGCPNGSSLAPLPLPQPLAVAVPVVYGVICAVGLAGNSAVLYVLLRTPRMKTVTNVFILNLAIADELFTLVLPINIADFLLRRWPFGEVMCKLIVAVDQYNTFSSLYFLAVMSADRYLVVLATAESRRVSGRTYGAARAVSLAVWALVTLVVLPFAVFARLDEEQGRRQCVLVFPQPEAFWWRASRLYTLVLGFAIPVTTICALYTTLLCRLRAIQLDSHAKALDRAKKRVTLLVAAILAVCLLCWTPYHLSTIVALTTDLPQTPLVIGISYFITSLSYA.... Result: 1 (interaction). (3) The miRNA is hsa-miR-5692a with sequence CAAAUAAUACCACAGUGGGUGU. The protein sequence of the target gene is MDDSGELGGLETMETLTELGDELTLGDIDEMLQFVSNQVGEFPDLFSEQLCSSFPGSGGSGSSSGSSGSSSSSSNGRGSSSGAVDPSVQRSFTQVTLPSFSPSAASPQAPTLQVKVSPTSVPTTPRATPILQPRPQPQPQPQTQLQQQTVMITPTFSTTPQTRIIQQPLIYQNAATSFQVLQPQVQSLVTSSQVQPVTIQQQVQTVQAQRVLTQTANGTLQTLAPATVQTVAAPQVQQVPVLVQPQIIKTDSLVLTTLKTDGSPVMAAVQNPALTALTTPIQTAALQVPTLVGSSGTILT.... Result: 1 (interaction). (4) The miRNA is hsa-miR-502-5p with sequence AUCCUUGCUAUCUGGGUGCUA. The protein sequence of the target gene is MEEEVPGFYGESGKSVQATLSSLKMLDVGKWPIFSLCSEEELQLIRQACVFGSAGNEVLYTTVNDEIFVLGTNCSGCLGVGDIQSTIEPRRLDSLTGKKIASLSYGSGPHIVLATTDGEVFTWGHNAYSQLGNGTTNHGLVPCHISTNLSNKQVIEVACGSYHSLVLTSDGEVFAWGYNNSGQVGSGSTANQPIPRRVTGCLQNKVVMNIACGQMCSMAVVDTGEVYVWGYNGNGQLGLGSSGNQPTPCRVAALQGIRVQRVACGYAHTLVLTDEGQIYAWGANSYGQLGTGNKSNQSYP.... Result: 0 (no interaction). (5) The miRNA is hsa-miR-130a-3p with sequence CAGUGCAAUGUUAAAAGGGCAU. The protein sequence of the target gene is MTVVSVPQREPLVLGGRLAPLGFSSRGYFGALPMVTTAPPPLPRIPDPRALPPTLFLPHFLGGDGPCLTPQPRAPAALPNRSLAVAGGTPRAAPKKRRKKKVRASPAGQLPSRFHQYQQHRPSLEGGRSPATGPSGAQEVPGPAAALAPSPAAAAGTEGASPDLAPLRPAAPGQTPLRKEVLKSKMGKSEKIALPHGQLVHGIHLYEQPKINRQKSKYNLPLTKITSAKRNENNFWQDSVSSDRIQKQEKKPFKNTENIKNSHLKKSAFLTEVSQKENYAGAKFSDPPSPSVLPKPPSHW.... Result: 1 (interaction). (6) The protein sequence of the target gene is MNDDNSDRTEDGSRYVFIRDKNSNPSEYYQTSLSAQCPSVSHGDWNSDNPDAMVVDYEMDPAVDSSESVSLSHQCVEELAYPEPSSDFMGKHEFTMYSELTCQSPALVNTGKPQDLHSNCDSLEAIQDEKFDPLKPCECRSDDDYACGDSPEVLELKQTYGMKVDTANYTFIARHDIEQGQPLHAPGGLQTTVRDRNALSSCGRTPPHSSKMYVRGVNYNRENFENLQATPSKTLNTTFTVISDVLMQTDSPDVGVQGQNSLGNVTKEYTDGTRRGLIGEKEIQAVTLVSDGMEVPNGSA.... Result: 0 (no interaction). The miRNA is rno-miR-328a-3p with sequence CUGGCCCUCUCUGCCCUUCCGU.